The task is: Predict the product of the given reaction.. This data is from Forward reaction prediction with 1.9M reactions from USPTO patents (1976-2016). (1) Given the reactants [NH2:1][C:2]1[N:34]=[C:5]2[C:6]([C:24]3[CH:29]=[CH:28][CH:27]=[C:26]([C:30]([F:33])([F:32])[F:31])[CH:25]=3)=[C:7]([CH3:23])[C:8]([C:10]3[N:14]([C:15]4[CH:22]=[CH:21][C:18]([C:19]#[N:20])=[CH:17][CH:16]=4)[N:13]=[CH:12][CH:11]=3)=[CH:9][N:4]2[N:3]=1.[CH3:35][S:36]([C:39]1[CH:47]=[CH:46][C:42]([C:43](O)=[O:44])=[CH:41][CH:40]=1)(=[O:38])=[O:37], predict the reaction product. The product is: [C:19]([C:18]1[CH:17]=[CH:16][C:15]([N:14]2[C:10]([C:8]3[C:7]([CH3:23])=[C:6]([C:24]4[CH:29]=[CH:28][CH:27]=[C:26]([C:30]([F:32])([F:33])[F:31])[CH:25]=4)[C:5]4[N:4]([N:3]=[C:2]([NH:1][C:43](=[O:44])[C:42]5[CH:41]=[CH:40][C:39]([S:36]([CH3:35])(=[O:38])=[O:37])=[CH:47][CH:46]=5)[N:34]=4)[CH:9]=3)=[CH:11][CH:12]=[N:13]2)=[CH:22][CH:21]=1)#[N:20]. (2) Given the reactants Cl.[Br:2][C:3]1[CH:8]=[CH:7][CH:6]=[CH:5][C:4]=1[NH:9]N.O=[C:12]1[CH2:17][CH2:16][N:15](C(OCCCC)=O)[CH2:14][CH2:13]1.Cl, predict the reaction product. The product is: [Br:2][C:3]1[C:4]2[NH:9][C:12]3[CH2:17][CH2:16][NH:15][CH2:14][C:13]=3[C:5]=2[CH:6]=[CH:7][CH:8]=1. (3) Given the reactants [Cl:1][C:2]1[CH:7]=[CH:6][C:5]([S:8]([N:11]2[CH2:16][CH2:15][C:14]3=[N:17][NH:18][CH:19]=[C:13]3[CH:12]2[CH2:20][OH:21])(=[O:10])=[O:9])=[CH:4][CH:3]=1.C([O-])(O)=O.[Na+].CC(OI1(OC(C)=O)(OC(C)=O)OC(=O)C2C=CC=CC1=2)=O, predict the reaction product. The product is: [Cl:1][C:2]1[CH:3]=[CH:4][C:5]([S:8]([N:11]2[CH2:16][CH2:15][C:14]3=[N:17][NH:18][CH:19]=[C:13]3[CH:12]2[CH:20]=[O:21])(=[O:9])=[O:10])=[CH:6][CH:7]=1. (4) Given the reactants [C:1]([O-:4])(=[O:3])[CH3:2].[CH3:5][C:6]([O-])(C)C.[K+].[N:11]1[CH:16]=[CH:15][CH:14]=[C:13]([CH:17]=O)[N:12]=1.O, predict the reaction product. The product is: [N:11]1[CH:16]=[CH:15][CH:14]=[C:13](/[CH:17]=[CH:2]/[C:1]([O:4][CH2:5][CH3:6])=[O:3])[N:12]=1.